Dataset: Forward reaction prediction with 1.9M reactions from USPTO patents (1976-2016). Task: Predict the product of the given reaction. (1) The product is: [CH2:1]([C:5]1[N:6]=[C:7]([CH3:49])[N:8]([C:36]2[N:41]=[CH:40][C:39]([OH:42])=[CH:38][N:37]=2)[C:9](=[O:35])[C:10]=1[CH2:11][C:12]1[CH:13]=[C:14]([CH2:32][CH2:33][CH3:34])[C:15]([O:16][CH:17]([C:21]2[CH:26]=[CH:25][CH:24]=[CH:23][CH:22]=2)[C:18]([OH:20])=[O:19])=[C:27]([CH2:29][CH2:30][CH3:31])[CH:28]=1)[CH2:2][CH2:3][CH3:4]. Given the reactants [CH2:1]([C:5]1[N:6]=[C:7]([CH3:49])[N:8]([C:36]2[N:41]=[CH:40][C:39]([O:42]CCS(C)(=O)=O)=[CH:38][N:37]=2)[C:9](=[O:35])[C:10]=1[CH2:11][C:12]1[CH:28]=[C:27]([CH2:29][CH2:30][CH3:31])[C:15]([O:16][CH:17]([C:21]2[CH:26]=[CH:25][CH:24]=[CH:23][CH:22]=2)[C:18]([OH:20])=[O:19])=[C:14]([CH2:32][CH2:33][CH3:34])[CH:13]=1)[CH2:2][CH2:3][CH3:4].O.O.[OH-].[Li+].Cl, predict the reaction product. (2) Given the reactants O=C1C2C(=CC=CC=2)C(=O)[N:3]1[CH2:12][CH2:13][C:14]1[N:23]=[C:22]([C:24]([O:26]CC)=[O:25])[C:21]2[C:16](=[CH:17][CH:18]=[CH:19][CH:20]=2)[N:15]=1.[OH-].[K+].Cl, predict the reaction product. The product is: [NH2:3][CH2:12][CH2:13][C:14]1[N:23]=[C:22]([C:24]([OH:26])=[O:25])[C:21]2[C:16](=[CH:17][CH:18]=[CH:19][CH:20]=2)[N:15]=1. (3) Given the reactants Cl[C:2]1[N:7]=[C:6]([NH2:8])[N:5]=[C:4]([NH:9][CH2:10][CH2:11][C:12]2[CH:17]=[CH:16][C:15]([Cl:18])=[CH:14][CH:13]=2)[CH:3]=1.C(OC([N:26]1[CH:30]=[CH:29][CH:28]=[C:27]1B(O)O)=O)(C)(C)C, predict the reaction product. The product is: [Cl:18][C:15]1[CH:16]=[CH:17][C:12]([CH2:11][CH2:10][NH:9][C:4]2[CH:3]=[C:2]([C:27]3[NH:26][CH:30]=[CH:29][CH:28]=3)[N:7]=[C:6]([NH2:8])[N:5]=2)=[CH:13][CH:14]=1. (4) Given the reactants [N:1]1([C:6]([C:8]2[CH:13]=[CH:12][C:11]([C:14]3[O:15][C:16]([C:19]4[C:20]([C:25]5[CH:30]=[CH:29][CH:28]=[CH:27][CH:26]=5)=[N:21][O:22][C:23]=4[CH3:24])=[N:17][N:18]=3)=[CH:10][CH:9]=2)=[O:7])[CH:5]=[CH:4]N=C1.NC1C[CH2:36][O:35][CH2:34][CH2:33]1, predict the reaction product. The product is: [CH3:24][C:23]1[O:22][N:21]=[C:20]([C:25]2[CH:30]=[CH:29][CH:28]=[CH:27][CH:26]=2)[C:19]=1[C:16]1[O:15][C:14]([C:11]2[CH:10]=[CH:9][C:8]([C:6]([NH:1][CH:5]3[CH2:33][CH2:34][O:35][CH2:36][CH2:4]3)=[O:7])=[CH:13][CH:12]=2)=[N:18][N:17]=1. (5) The product is: [CH2:4]=[CH:3][CH2:2][CH2:6][CH2:8][CH2:9][CH2:11][CH2:12][CH2:15][CH3:16]. Given the reactants Cl[CH2:2][CH:3](Cl)[CH3:4].[CH2:6]([CH:8]1O[CH2:9]1)Cl.[CH3:11][C:12](=[CH:15][CH2:16]C)C=O, predict the reaction product. (6) The product is: [NH2:9][C:10]1[C:11]([C:17]([NH:8][C:3]2[C:2]([CH3:1])=[CH:7][CH:6]=[CH:5][N:4]=2)=[O:18])=[N:12][C:13]([Cl:16])=[CH:14][N:15]=1. Given the reactants [CH3:1][C:2]1[C:3]([NH2:8])=[N:4][CH:5]=[CH:6][CH:7]=1.[NH2:9][C:10]1[C:11]([C:17](O)=[O:18])=[N:12][C:13]([Cl:16])=[CH:14][N:15]=1, predict the reaction product. (7) Given the reactants [Li]CCCC.I[C:7]1[CH:8]=[N:9][N:10]2[C:15]([N:16]([CH3:23])[C:17]3[CH:22]=[CH:21][CH:20]=[CH:19][CH:18]=3)=[N:14][CH:13]=[N:12][C:11]=12.[CH:24]([C:26]1[CH:35]=[CH:34][C:29]([C:30]([O:32][CH3:33])=[O:31])=[CH:28][CH:27]=1)=[O:25], predict the reaction product. The product is: [OH:25][CH:24]([C:7]1[CH:8]=[N:9][N:10]2[C:15]([N:16]([CH3:23])[C:17]3[CH:22]=[CH:21][CH:20]=[CH:19][CH:18]=3)=[N:14][CH:13]=[N:12][C:11]=12)[C:26]1[CH:27]=[CH:28][C:29]([C:30]([O:32][CH3:33])=[O:31])=[CH:34][CH:35]=1. (8) Given the reactants [CH2:1]([O:3][C:4]1[CH:5]=[CH:6][C:7]([N+:17]([O-])=O)=[C:8]([NH:10][C:11]2[CH:12]=[N:13][CH:14]=[CH:15][CH:16]=2)[CH:9]=1)[CH3:2], predict the reaction product. The product is: [CH2:1]([O:3][C:4]1[CH:9]=[C:8]([NH:10][C:11]2[CH:12]=[N:13][CH:14]=[CH:15][CH:16]=2)[C:7]([NH2:17])=[CH:6][CH:5]=1)[CH3:2].